This data is from Full USPTO retrosynthesis dataset with 1.9M reactions from patents (1976-2016). The task is: Predict the reactants needed to synthesize the given product. (1) Given the product [ClH:17].[CH:1]1([CH:7]2[CH2:8][CH:9]([C:10]([O:12][CH3:13])=[O:11])[CH2:14][CH2:15][NH:16]2)[CH2:2][CH2:3][CH2:4][CH2:5][CH2:6]1, predict the reactants needed to synthesize it. The reactants are: [C:1]1([C:7]2[CH:8]=[C:9]([CH:14]=[CH:15][N:16]=2)[C:10]([O:12][CH3:13])=[O:11])[CH:6]=[CH:5][CH:4]=[CH:3][CH:2]=1.[ClH:17]. (2) Given the product [CH2:11]([N:10]([CH3:1])[CH2:9][CH2:20][C@H:19]([OH:18])[CH2:33][CH2:34][CH3:35])[C:12]1[CH:17]=[CH:16][CH:15]=[CH:14][CH:13]=1, predict the reactants needed to synthesize it. The reactants are: [C:1]([O-])([O-])=O.[K+].[K+].[Na+].[I-].[CH3:9][NH:10][CH2:11][C:12]1[CH:17]=[CH:16][CH:15]=[CH:14][CH:13]=1.[OH:18][C@H:19]([CH2:33][CH2:34][CH3:35])[CH2:20]COS(C1C=CC(C)=CC=1)(=O)=O. (3) Given the product [NH2:1][C:2]1[N:7]=[C:6]([NH:8][C@H:9]([C:11]2[N:12]([C:23]3[CH:28]=[CH:27][CH:26]=[CH:25][CH:24]=3)[C:13](=[O:22])[C:14]3[C:19]([CH:20]=2)=[CH:18][CH:17]=[CH:16][C:15]=3[Cl:21])[CH3:10])[C:5]([C:30]#[N:31])=[CH:4][N:3]=1, predict the reactants needed to synthesize it. The reactants are: [NH2:1][C:2]1[N:7]=[C:6]([NH:8][C@H:9]([C:11]2[N:12]([C:23]3[CH:28]=[CH:27][CH:26]=[CH:25][CH:24]=3)[C:13](=[O:22])[C:14]3[C:19]([CH:20]=2)=[CH:18][CH:17]=[CH:16][C:15]=3[Cl:21])[CH3:10])[C:5](I)=[CH:4][N:3]=1.[C:30]([Cu])#[N:31]. (4) Given the product [CH:22]1([NH:25][C:2]2[C:10]([N+:11]([O-:13])=[O:12])=[CH:9][CH:8]=[C:7]([F:14])[C:3]=2[C:4]([OH:6])=[O:5])[CH2:24][CH2:23]1, predict the reactants needed to synthesize it. The reactants are: F[C:2]1[C:10]([N+:11]([O-:13])=[O:12])=[CH:9][CH:8]=[C:7]([F:14])[C:3]=1[C:4]([OH:6])=[O:5].CCN(CC)CC.[CH:22]1([NH2:25])[CH2:24][CH2:23]1.Cl.